Dataset: Catalyst prediction with 721,799 reactions and 888 catalyst types from USPTO. Task: Predict which catalyst facilitates the given reaction. (1) Reactant: [F:1][C@H:2]1[CH2:7][CH2:6][C@H:5]([N:8]2[CH2:12][CH2:11][CH2:10][C:9]2=[O:13])[CH2:4][CH2:3]1.[Li+].CC([N-]C(C)C)C.[Cl:22][C:23]1[CH:24]=[C:25]([O:36][S:37]([C:40]([F:43])([F:42])[F:41])(=[O:39])=[O:38])[CH:26]=[C:27]([Cl:35])[C:28]=1[CH2:29]OS(C)(=O)=O. Product: [Cl:22][C:23]1[CH:24]=[C:25]([O:36][S:37]([C:40]([F:42])([F:43])[F:41])(=[O:39])=[O:38])[CH:26]=[C:27]([Cl:35])[C:28]=1[CH2:29][CH:10]1[CH2:11][CH2:12][N:8]([C@H:5]2[CH2:6][CH2:7][C@H:2]([F:1])[CH2:3][CH2:4]2)[C:9]1=[O:13]. The catalyst class is: 1. (2) Reactant: [CH3:1][O:2][C:3]1[CH:8]=[N:7][C:6]([C:9]2[CH:14]=[CH:13][C:12]([N:15]3[CH2:20][CH2:19][NH:18][CH2:17][CH2:16]3)=[CH:11][CH:10]=2)=[C:5]2[NH:21][CH:22]=[C:23]([C:24](=[O:44])[C:25]([N:27]3[CH2:32][CH2:31][N:30]([C:33]4[N:37]([C:38]5[CH:43]=[CH:42][CH:41]=[CH:40][N:39]=5)[N:36]=[N:35][N:34]=4)[CH2:29][CH2:28]3)=[O:26])[C:4]=12.[C:45](Cl)(=[O:50])[O:46][CH:47]([CH3:49])[CH3:48]. Product: [CH3:1][O:2][C:3]1[CH:8]=[N:7][C:6]([C:9]2[CH:14]=[CH:13][C:12]([N:15]3[CH2:16][CH2:17][N:18]([C:45]([O:46][CH:47]([CH3:49])[CH3:48])=[O:50])[CH2:19][CH2:20]3)=[CH:11][CH:10]=2)=[C:5]2[NH:21][CH:22]=[C:23]([C:24](=[O:44])[C:25](=[O:26])[N:27]3[CH2:32][CH2:31][N:30]([C:33]4[N:37]([C:38]5[CH:43]=[CH:42][CH:41]=[CH:40][N:39]=5)[N:36]=[N:35][N:34]=4)[CH2:29][CH2:28]3)[C:4]=12. The catalyst class is: 118.